Dataset: Full USPTO retrosynthesis dataset with 1.9M reactions from patents (1976-2016). Task: Predict the reactants needed to synthesize the given product. Given the product [CH3:1][C:2]1[CH:3]=[C:4]([N:9]([CH2:10][CH2:11][C:12]2[CH:17]=[CH:16][C:15]([C:18]([F:20])([F:19])[F:21])=[CH:14][CH:13]=2)[C:30](=[O:31])[C:29]([C:26]2[CH:27]=[CH:28][C:23]([F:22])=[CH:24][CH:25]=2)=[O:33])[CH:5]=[CH:6][C:7]=1[CH3:8], predict the reactants needed to synthesize it. The reactants are: [CH3:1][C:2]1[CH:3]=[C:4]([NH:9][CH2:10][CH2:11][C:12]2[CH:17]=[CH:16][C:15]([C:18]([F:21])([F:20])[F:19])=[CH:14][CH:13]=2)[CH:5]=[CH:6][C:7]=1[CH3:8].[F:22][C:23]1[CH:28]=[CH:27][C:26]([C:29](=[O:33])[C:30](O)=[O:31])=[CH:25][CH:24]=1.